Dataset: Forward reaction prediction with 1.9M reactions from USPTO patents (1976-2016). Task: Predict the product of the given reaction. (1) Given the reactants C[O:2][C:3](=[O:33])[CH2:4][C:5]1[C:14]([CH3:15])=[C:13]([CH:16]2[CH2:21][CH2:20][N:19]([S:22]([CH2:25][C:26]3[CH:31]=[CH:30][CH:29]=[CH:28][CH:27]=3)(=[O:24])=[O:23])[CH2:18][CH2:17]2)[C:12]2[C:7](=[CH:8][CH:9]=[C:10]([F:32])[CH:11]=2)[CH:6]=1.O.[OH-].[Li+].Cl, predict the reaction product. The product is: [F:32][C:10]1[CH:11]=[C:12]2[C:7](=[CH:8][CH:9]=1)[CH:6]=[C:5]([CH2:4][C:3]([OH:33])=[O:2])[C:14]([CH3:15])=[C:13]2[CH:16]1[CH2:21][CH2:20][N:19]([S:22]([CH2:25][C:26]2[CH:31]=[CH:30][CH:29]=[CH:28][CH:27]=2)(=[O:23])=[O:24])[CH2:18][CH2:17]1. (2) Given the reactants [NH2:1][C@H:2]1[CH2:7][CH2:6][CH2:5][N:4]([C:8]([O:10][C:11]([CH3:14])([CH3:13])[CH3:12])=[O:9])[CH2:3]1.[C:15]1(=O)[CH2:19][CH2:18][CH2:17][CH2:16]1, predict the reaction product. The product is: [CH:15]1([NH:1][C@H:2]2[CH2:7][CH2:6][CH2:5][N:4]([C:8]([O:10][C:11]([CH3:14])([CH3:13])[CH3:12])=[O:9])[CH2:3]2)[CH2:19][CH2:18][CH2:17][CH2:16]1. (3) Given the reactants FC(F)(F)C(O)=O.[CH3:8][NH:9][C@H:10]1[CH2:15][CH2:14][C@H:13]([CH2:16][CH2:17][CH2:18][CH2:19][CH2:20]OS(C)(=O)=O)[CH2:12][CH2:11]1.Cl[C:27]([O:29][C:30]1[CH:35]=[C:34]([F:36])[CH:33]=[C:32]([F:37])[CH:31]=1)=[O:28].[CH2:38]([NH:40][CH2:41][CH2:42][OH:43])[CH3:39], predict the reaction product. The product is: [F:37][C:32]1[CH:31]=[C:30]([O:29][C:27](=[O:28])[N:9]([C@H:10]2[CH2:11][CH2:12][C@H:13]([CH2:16][CH2:17][CH2:18][CH2:19][CH2:20][N:40]([CH2:38][CH3:39])[CH2:41][CH2:42][OH:43])[CH2:14][CH2:15]2)[CH3:8])[CH:35]=[C:34]([F:36])[CH:33]=1. (4) Given the reactants Cl[CH2:2][C:3]1[CH:8]=[CH:7][C:6]([C:9]2[S:17][C:16]3[C:11](=[N:12][CH:13]=[CH:14][C:15]=3[O:18][C:19]3[CH:24]=[CH:23][C:22]([N+:25]([O-:27])=[O:26])=[CH:21][C:20]=3[F:28])[CH:10]=2)=[CH:5][CH:4]=1.[NH:29]1[CH2:34][CH2:33][O:32][CH2:31][CH2:30]1, predict the reaction product. The product is: [F:28][C:20]1[CH:21]=[C:22]([N+:25]([O-:27])=[O:26])[CH:23]=[CH:24][C:19]=1[O:18][C:15]1[CH:14]=[CH:13][N:12]=[C:11]2[CH:10]=[C:9]([C:6]3[CH:7]=[CH:8][C:3]([CH2:2][N:29]4[CH2:34][CH2:33][O:32][CH2:31][CH2:30]4)=[CH:4][CH:5]=3)[S:17][C:16]=12. (5) Given the reactants [C:1]([Si:5]([CH3:35])([CH3:34])[O:6][C@H:7]([C:13]1[CH:18]=[CH:17][C:16]([C:19](=C)[C@@H:20]([CH2:25][CH2:26][CH2:27][C:28]2[S:29][CH:30]=[CH:31][CH:32]=2)[CH2:21][CH2:22][CH:23]=C)=[CH:15][CH:14]=1)[CH2:8][CH2:9][CH2:10][CH2:11][CH3:12])([CH3:4])([CH3:3])[CH3:2], predict the reaction product. The product is: [C:1]([Si:5]([CH3:35])([CH3:34])[O:6][C@H:7]([C:13]1[CH:18]=[CH:17][C:16]([C:19]2[C@@H:20]([CH2:25][CH2:26][CH2:27][C:28]3[S:29][CH:30]=[CH:31][CH:32]=3)[CH2:21][CH2:22][CH:23]=2)=[CH:15][CH:14]=1)[CH2:8][CH2:9][CH2:10][CH2:11][CH3:12])([CH3:3])([CH3:4])[CH3:2]. (6) Given the reactants [C:1]([C:5]1[NH:22][C:8]2=[C:9]3[C:14](=[C:15]4[CH:20]=[C:19]([F:21])[CH:18]=[CH:17][C:16]4=[C:7]2[N:6]=1)[CH:13]=[N:12][CH:11]=[CH:10]3)([CH3:4])([CH3:3])[CH3:2].ClC1C=CC=C(C(OO)=[O:31])C=1, predict the reaction product. The product is: [C:1]([C:5]1[NH:22][C:8]2=[C:9]3[C:14](=[C:15]4[CH:20]=[C:19]([F:21])[CH:18]=[CH:17][C:16]4=[C:7]2[N:6]=1)[CH:13]=[N+:12]([O-:31])[CH:11]=[CH:10]3)([CH3:4])([CH3:2])[CH3:3]. (7) Given the reactants Br[C:2]1[CH:3]=[CH:4][C:5]2[O:9][CH:8]([CH:10]3[CH2:15][CH2:14][N:13]([S:16]([CH2:19][CH2:20][CH3:21])(=[O:18])=[O:17])[CH2:12][CH2:11]3)[CH2:7][C:6]=2[CH:22]=1.CC1(C)C(C)(C)OB([C:31]2[CH2:36][CH2:35][N:34]([C:37]([O:39][C:40]([CH3:43])([CH3:42])[CH3:41])=[O:38])[CH2:33][CH:32]=2)O1.FC1C2OC(C3(O)CCN(C4N=CC(CCC)=CN=4)CC3)CC=2C=C(C2CCN(C(OC(C)(C)C)=O)CC=2)C=1, predict the reaction product. The product is: [CH2:19]([S:16]([N:13]1[CH2:14][CH2:15][CH:10]([CH:8]2[CH2:7][C:6]3[CH:22]=[C:2]([C:31]4[CH2:36][CH2:35][N:34]([C:37]([O:39][C:40]([CH3:43])([CH3:42])[CH3:41])=[O:38])[CH2:33][CH:32]=4)[CH:3]=[CH:4][C:5]=3[O:9]2)[CH2:11][CH2:12]1)(=[O:18])=[O:17])[CH2:20][CH3:21].